This data is from Forward reaction prediction with 1.9M reactions from USPTO patents (1976-2016). The task is: Predict the product of the given reaction. Given the reactants Br[C:2]1[CH:9]=[C:8]([NH:10][C@H:11]2[CH2:15][CH2:14][CH2:13][C@@H:12]2[OH:16])[C:5]([C:6]#[N:7])=[C:4]([F:17])[CH:3]=1.[CH3:18][C:19]1([CH3:33])[CH2:27][C:26]2[NH:25][N:24]=[C:23]([C:28]([F:31])([F:30])[F:29])[C:22]=2[C:21](=[O:32])[CH2:20]1, predict the reaction product. The product is: [CH3:18][C:19]1([CH3:33])[CH2:27][C:26]2[N:25]([C:2]3[CH:9]=[C:8]([NH:10][C@H:11]4[CH2:15][CH2:14][CH2:13][C@@H:12]4[OH:16])[C:5]([C:6]#[N:7])=[C:4]([F:17])[CH:3]=3)[N:24]=[C:23]([C:28]([F:31])([F:30])[F:29])[C:22]=2[C:21](=[O:32])[CH2:20]1.